This data is from Forward reaction prediction with 1.9M reactions from USPTO patents (1976-2016). The task is: Predict the product of the given reaction. (1) Given the reactants [CH2:1]([N:8]1[CH:12]=[C:11]([N+:13]([O-])=O)[N:10]=[CH:9]1)[C:2]1[CH:7]=[CH:6][CH:5]=[CH:4][CH:3]=1.[F:16][C:17]1[CH:18]=[C:19]([CH2:24][C:25]([NH:27][CH:28]([CH2:32][CH2:33][CH3:34])[C:29](O)=[O:30])=[O:26])[CH:20]=[C:21]([F:23])[CH:22]=1, predict the reaction product. The product is: [CH2:1]([N:8]1[CH:12]=[C:11]([NH:13][C:29](=[O:30])[CH:28]([NH:27][C:25](=[O:26])[CH2:24][C:19]2[CH:20]=[C:21]([F:23])[CH:22]=[C:17]([F:16])[CH:18]=2)[CH2:32][CH2:33][CH3:34])[N:10]=[CH:9]1)[C:2]1[CH:7]=[CH:6][CH:5]=[CH:4][CH:3]=1. (2) Given the reactants [C:1]([O:5][C:6]([N:8]1[CH2:15][CH:14]2[N:16]([C:17]([O:19][C:20]([CH3:23])([CH3:22])[CH3:21])=[O:18])[CH:10]([CH2:11][C:12]([C:27]3[S:31][C:30]([O:32][CH2:33][CH2:34][O:35][Si:36]([C:39]([CH3:42])([CH3:41])[CH3:40])([CH3:38])[CH3:37])=[N:29][CH:28]=3)=[C:13]2[C:24](O)=[O:25])[CH2:9]1)=[O:7])([CH3:4])([CH3:3])[CH3:2].C1C=CC2N(O)N=NC=2C=1.CCN=C=NCCCN(C)C.Cl.CCN(C(C)C)C(C)C.[CH:74]1([NH:77][CH2:78][C:79]2[CH:84]=[CH:83][CH:82]=[C:81]([Cl:85])[C:80]=2[Cl:86])[CH2:76][CH2:75]1, predict the reaction product. The product is: [C:1]([O:5][C:6]([N:8]1[CH2:15][CH:14]2[N:16]([C:17]([O:19][C:20]([CH3:23])([CH3:22])[CH3:21])=[O:18])[CH:10]([CH2:11][C:12]([C:27]3[S:31][C:30]([O:32][CH2:33][CH2:34][O:35][Si:36]([C:39]([CH3:41])([CH3:42])[CH3:40])([CH3:38])[CH3:37])=[N:29][CH:28]=3)=[C:13]2[C:24](=[O:25])[N:77]([CH:74]2[CH2:75][CH2:76]2)[CH2:78][C:79]2[CH:84]=[CH:83][CH:82]=[C:81]([Cl:85])[C:80]=2[Cl:86])[CH2:9]1)=[O:7])([CH3:4])([CH3:3])[CH3:2]. (3) The product is: [Br:1][C:2]1[CH:9]=[CH:6][C:5]([O:45][CH2:44][C:37]2[CH:36]=[CH:35][C:46]([Cl:48])=[CH:33][CH:38]=2)=[C:4]([CH2:39][Br:43])[CH:3]=1. Given the reactants [Br:1][C:2]1[CH:3]=[CH:4][C:5](CC2C=CC(Cl)=CC=2)=[C:6]([CH:9]=1)C=O.[BH4-].[Na+].[CH:37]1[CH:38]=[CH:33]C(P([C:33]2[CH:38]=[CH:37][CH:36]=[CH:35]C=2)[C:37]2[CH:38]=[CH:33]C=[CH:35][CH:36]=2)=[CH:35][CH:36]=1.[C:39]([Br:43])(Br)(Br)Br.[CH3:44][OH:45].[CH2:46]([Cl:48])Cl, predict the reaction product. (4) Given the reactants [C:1]([N:4]1[C:13]2[C:8](=[CH:9][C:10]([N:14]3[CH2:19][CH2:18][N:17](C(OC(C)(C)C)=O)[CH2:16][CH2:15]3)=[CH:11][CH:12]=2)[C@H:7]([NH2:27])[C@@H:6]([CH3:28])[C@@H:5]1[CH3:29])(=[O:3])[CH3:2].Cl[C:31]1[N:32]=[CH:33][C:34]([C:37]#[N:38])=[N:35][CH:36]=1.CCN(C(C)C)C(C)C, predict the reaction product. The product is: [C:1]([N:4]1[C:13]2[C:8](=[CH:9][C:10]([N:14]3[CH2:19][CH2:18][NH:17][CH2:16][CH2:15]3)=[CH:11][CH:12]=2)[C@H:7]([NH:27][C:31]2[N:32]=[CH:33][C:34]([C:37]#[N:38])=[N:35][CH:36]=2)[C@@H:6]([CH3:28])[C@@H:5]1[CH3:29])(=[O:3])[CH3:2].